This data is from Full USPTO retrosynthesis dataset with 1.9M reactions from patents (1976-2016). The task is: Predict the reactants needed to synthesize the given product. (1) Given the product [N:23]([CH2:26][C:27](=[O:29])[NH:1][CH2:2][CH2:3][CH2:4][O:5][CH2:6][CH2:7][O:8][CH2:9][CH2:10][O:11][CH2:12][CH2:13][CH2:14][NH:15][C:16](=[O:22])[O:17][CH2:18][CH2:21][CH2:35][CH3:36])=[N+:24]=[N-:25], predict the reactants needed to synthesize it. The reactants are: [NH2:1][CH2:2][CH2:3][CH2:4][O:5][CH2:6][CH2:7][O:8][CH2:9][CH2:10][O:11][CH2:12][CH2:13][CH2:14][NH:15][C:16](=[O:22])[O:17][C:18]([CH3:21])(C)C.[N:23]([CH2:26][C:27]([OH:29])=O)=[N+:24]=[N-:25].C([O-])(O)=O.[Na+].[CH2:35](Cl)[CH2:36]Cl. (2) Given the product [CH2:1]([O:3][C:4]([C:6]1[N:10]([CH2:39][CH3:40])[N:9]=[CH:8][C:7]=1[CH2:11][N:12]1[CH2:16][CH:15]2[CH2:17][N:18]([C:20]([O:22][CH:23]([C:28]([F:31])([F:30])[F:29])[C:24]([F:25])([F:26])[F:27])=[O:21])[CH2:19][CH:14]2[CH2:13]1)=[O:5])[CH3:2], predict the reactants needed to synthesize it. The reactants are: [CH2:1]([O:3][C:4]([C:6]1[NH:10][N:9]=[CH:8][C:7]=1[CH2:11][N:12]1[CH2:16][CH:15]2[CH2:17][N:18]([C:20]([O:22][CH:23]([C:28]([F:31])([F:30])[F:29])[C:24]([F:27])([F:26])[F:25])=[O:21])[CH2:19][CH:14]2[CH2:13]1)=[O:5])[CH3:2].C([O-])([O-])=O.[Cs+].[Cs+].I[CH2:39][CH3:40]. (3) Given the product [CH2:1]([O:3][C:4]1[C:8]([CH2:9][CH2:10][CH2:11][O:12][C:13]2[CH:18]=[CH:17][C:16]([CH2:19][CH2:20][C:21]([OH:23])=[O:22])=[CH:15][C:14]=2[OH:26])=[CH:7][N:6]([C:27]2[CH:32]=[CH:31][C:30]([C:33]([F:34])([F:36])[F:35])=[CH:29][N:28]=2)[N:5]=1)[CH3:2], predict the reactants needed to synthesize it. The reactants are: [CH2:1]([O:3][C:4]1[C:8]([CH2:9][CH2:10][CH2:11][O:12][C:13]2[CH:18]=[CH:17][C:16]([CH2:19][CH2:20][C:21]([O:23]CC)=[O:22])=[CH:15][C:14]=2[OH:26])=[CH:7][N:6]([C:27]2[CH:32]=[CH:31][C:30]([C:33]([F:36])([F:35])[F:34])=[CH:29][N:28]=2)[N:5]=1)[CH3:2].[OH-].[Na+].O1CCCC1.Cl. (4) Given the product [CH2:23]([N:3]1[C:4]2[CH:5]=[CH:6][CH:7]=[C:8]3[C@@H:13]4[CH2:14][NH:15][CH2:16][CH2:17][C@@H:12]4[N:10]([C:9]=23)[CH2:11][CH2:2]1)[CH2:24][CH2:25][CH3:26], predict the reactants needed to synthesize it. The reactants are: O=[C:2]1[CH2:11][N:10]2[C@H:12]3[CH2:17][CH2:16][N:15](C(OCC)=O)[CH2:14][C@H:13]3[C:8]3[C:9]2=[C:4]([CH:5]=[CH:6][CH:7]=3)[NH:3]1.[CH2:23](I)[CH2:24][CH2:25][CH3:26].